From a dataset of Catalyst prediction with 721,799 reactions and 888 catalyst types from USPTO. Predict which catalyst facilitates the given reaction. (1) Reactant: [Cl:1][C:2]1[CH:3]=[C:4]([CH:20]=[CH:21][C:22]=1[Cl:23])[CH2:5][NH:6][C:7]1[CH:8]=[CH:9][C:10]2[N:11]([C:13]([N+:17]([O-])=O)=[C:14]([CH3:16])[N:15]=2)[N:12]=1.O.O.[Sn](Cl)Cl.C(=O)(O)[O-].[Na+]. Product: [Cl:1][C:2]1[CH:3]=[C:4]([CH:20]=[CH:21][C:22]=1[Cl:23])[CH2:5][NH:6][C:7]1[CH:8]=[CH:9][C:10]2[N:11]([C:13]([NH2:17])=[C:14]([CH3:16])[N:15]=2)[N:12]=1. The catalyst class is: 8. (2) Reactant: [Cl:1][C:2]1[CH:22]=[C:21]([Cl:23])[CH:20]=[CH:19][C:3]=1[O:4][C:5]1[C:10]([CH2:11][CH2:12][CH2:13][OH:14])=[CH:9][CH:8]=[C:7]([O:15][CH:16]([CH3:18])[CH3:17])[N:6]=1.O[C:25]1[CH:29]=[C:28]([CH2:30][CH2:31][C:32]([O:34]CC)=[O:33])[N:27]([C:37]2[CH:42]=[CH:41][CH:40]=[CH:39][CH:38]=2)[N:26]=1.C(P(CCCC)CCCC)CCC.N(C(N1CCCCC1)=O)=NC(N1CCCCC1)=O.O1CCCC1CO.[OH-].[Na+].Cl. Product: [Cl:1][C:2]1[CH:22]=[C:21]([Cl:23])[CH:20]=[CH:19][C:3]=1[O:4][C:5]1[C:10]([CH2:11][CH2:12][CH2:13][O:14][C:25]2[CH:29]=[C:28]([CH2:30][CH2:31][C:32]([OH:34])=[O:33])[N:27]([C:37]3[CH:42]=[CH:41][CH:40]=[CH:39][CH:38]=3)[N:26]=2)=[CH:9][CH:8]=[C:7]([O:15][CH:16]([CH3:18])[CH3:17])[N:6]=1. The catalyst class is: 7. (3) Reactant: Br[CH2:2][C:3]1[CH:10]=[CH:9][C:6]([CH:7]=[O:8])=[CH:5][CH:4]=1.[N-:11]=[N+:12]=[N-:13].[Na+]. Product: [N:11]([CH2:2][C:3]1[CH:10]=[CH:9][C:6]([CH:7]=[O:8])=[CH:5][CH:4]=1)=[N+:12]=[N-:13]. The catalyst class is: 248. (4) Reactant: C([NH:4][C:5]1[N:10]=[C:9]([CH2:11][CH2:12][CH2:13][C:14]2[CH:19]=[CH:18][C:17]([NH:20][C:21]([C:23]3[C:24]([C:30]4[CH:35]=[CH:34][C:33]([C:36]([F:39])([F:38])[F:37])=[CH:32][CH:31]=4)=[CH:25][C:26]([CH3:29])=[CH:27][CH:28]=3)=[O:22])=[CH:16][CH:15]=2)[CH:8]=[CH:7][CH:6]=1)(=O)C.Cl. Product: [NH2:4][C:5]1[N:10]=[C:9]([CH2:11][CH2:12][CH2:13][C:14]2[CH:15]=[CH:16][C:17]([NH:20][C:21]([C:23]3[C:24]([C:30]4[CH:31]=[CH:32][C:33]([C:36]([F:39])([F:37])[F:38])=[CH:34][CH:35]=4)=[CH:25][C:26]([CH3:29])=[CH:27][CH:28]=3)=[O:22])=[CH:18][CH:19]=2)[CH:8]=[CH:7][CH:6]=1. The catalyst class is: 5. (5) Reactant: [OH:1][C:2]1[CH:3]=[C:4]([CH:7]=[CH:8][C:9]=1[OH:10])[CH:5]=[O:6].C(=O)([O-])[O-].[K+].[K+].[CH2:17](I)[CH:18]([CH3:20])[CH3:19].Cl. Product: [OH:1][C:2]1[CH:3]=[C:4]([CH:7]=[CH:8][C:9]=1[O:10][CH2:17][CH:18]([CH3:20])[CH3:19])[CH:5]=[O:6]. The catalyst class is: 255. (6) Reactant: [F:1][C:2]([F:5])(Br)Br.C(N(P(N(CC)CC)N(CC)CC)CC)C.[CH:22](/[CH:25]1[CH2:30][CH2:29][CH:28]([CH:31]2[CH2:36][CH2:35][CH:34]([CH:37]=O)[CH2:33][CH2:32]2)[CH2:27][CH2:26]1)=[CH:23]\[CH3:24].Cl. Product: [F:1][C:2]([F:5])=[CH:37][CH:34]1[CH2:35][CH2:36][CH:31]([CH:28]2[CH2:29][CH2:30][CH:25](/[CH:22]=[CH:23]/[CH3:24])[CH2:26][CH2:27]2)[CH2:32][CH2:33]1. The catalyst class is: 1. (7) Reactant: [BH4-].[Na+].C([O:5][C:6](=O)[CH2:7][N:8]1[CH:12]=[C:11]([C:13]([C:16]2[CH:21]=[CH:20][CH:19]=[C:18]([Br:22])[N:17]=2)([OH:15])[CH3:14])[N:10]=[N:9]1)C. Product: [Br:22][C:18]1[N:17]=[C:16]([C:13]([C:11]2[N:10]=[N:9][N:8]([CH2:7][CH2:6][OH:5])[CH:12]=2)([OH:15])[CH3:14])[CH:21]=[CH:20][CH:19]=1. The catalyst class is: 24.